From a dataset of Forward reaction prediction with 1.9M reactions from USPTO patents (1976-2016). Predict the product of the given reaction. (1) Given the reactants F[C:2]1[C:3]([CH3:22])=[N:4][C:5]2[C:10]([N:11]=1)=[C:9]([C:12]1[NH:20][C:19]3[CH2:18][CH2:17][NH:16][C:15](=[O:21])[C:14]=3[CH:13]=1)[CH:8]=[CH:7][CH:6]=2.Cl.Cl.[CH3:25][C:26]([NH2:35])([CH3:34])[CH2:27][N:28]1[CH2:33][CH2:32][O:31][CH2:30][CH2:29]1.CCN(C(C)C)C(C)C, predict the reaction product. The product is: [CH3:34][C:26]([NH:35][C:2]1[C:3]([CH3:22])=[N:4][C:5]2[C:10]([N:11]=1)=[C:9]([C:12]1[NH:20][C:19]3[CH2:18][CH2:17][NH:16][C:15](=[O:21])[C:14]=3[CH:13]=1)[CH:8]=[CH:7][CH:6]=2)([CH3:25])[CH2:27][N:28]1[CH2:29][CH2:30][O:31][CH2:32][CH2:33]1. (2) Given the reactants [CH2:1]([OH:8])[C:2]1[CH:7]=[CH:6][CH:5]=[CH:4][CH:3]=1.[CH3:9][C:10](=O)[O:11]CC(COC(=O)C)OC(=O)C, predict the reaction product. The product is: [C:10]([O:8][CH2:1][C:2]1[CH:7]=[CH:6][CH:5]=[CH:4][CH:3]=1)(=[O:11])[CH3:9]. (3) Given the reactants [C:1](Cl)([C:14]1[CH:19]=[CH:18][CH:17]=[CH:16][CH:15]=1)([C:8]1[CH:13]=[CH:12][CH:11]=[CH:10][CH:9]=1)[C:2]1[CH:7]=[CH:6][CH:5]=[CH:4][CH:3]=1.[CH2:21]([O:28][C:29]1[C:30](=[O:37])[CH2:31][C:32]([CH2:35][OH:36])=[N:33][CH:34]=1)[C:22]1[CH:27]=[CH:26][CH:25]=[CH:24][CH:23]=1.O, predict the reaction product. The product is: [CH2:21]([O:28][C:29]1[C:30](=[O:37])[CH2:31][C:32]([CH2:35][O:36][C:1]([C:14]2[CH:19]=[CH:18][CH:17]=[CH:16][CH:15]=2)([C:8]2[CH:13]=[CH:12][CH:11]=[CH:10][CH:9]=2)[C:2]2[CH:7]=[CH:6][CH:5]=[CH:4][CH:3]=2)=[N:33][CH:34]=1)[C:22]1[CH:23]=[CH:24][CH:25]=[CH:26][CH:27]=1. (4) Given the reactants [C:1]([N:4]1[C:13]2[C:8](=[CH:9][CH:10]=[CH:11][CH:12]=2)[C:7](=O)[CH2:6][CH:5]1[CH3:15])(=[O:3])[CH3:2].[O:16]1[CH2:21][CH2:20][N:19]([C:22]2[CH:28]=[CH:27][C:25]([NH2:26])=[CH:24][CH:23]=2)[CH2:18][CH2:17]1.[ClH:29], predict the reaction product. The product is: [ClH:29].[C:1]([N:4]1[C:13]2[C:8](=[CH:9][CH:10]=[CH:11][CH:12]=2)[C@H:7]([NH:26][C:25]2[CH:24]=[CH:23][C:22]([N:19]3[CH2:20][CH2:21][O:16][CH2:17][CH2:18]3)=[CH:28][CH:27]=2)[CH2:6][C@@H:5]1[CH3:15])(=[O:3])[CH3:2]. (5) Given the reactants [CH3:1][CH:2]1[CH2:6][CH2:5][O:4][C:3]1=[O:7].[OH-:8].[K+].[H-].[Na+].Br[CH2:13][C:14]1[CH:19]=[CH:18][CH:17]=[CH:16][CH:15]=1, predict the reaction product. The product is: [CH2:13]([O:8][C:3](=[O:7])[CH:2]([CH3:1])[CH2:6][CH2:5][O:4][CH2:13][C:14]1[CH:19]=[CH:18][CH:17]=[CH:16][CH:15]=1)[C:14]1[CH:19]=[CH:18][CH:17]=[CH:16][CH:15]=1. (6) Given the reactants [CH:1]1([N:5]2[CH2:10][CH2:9][C:8]3([CH2:15][CH2:14][C:13](=[O:16])[CH2:12][CH2:11]3)[CH2:7][CH2:6]2)[CH2:4][CH2:3][CH2:2]1.[BH4-].[Na+], predict the reaction product. The product is: [CH:1]1([N:5]2[CH2:10][CH2:9][C:8]3([CH2:11][CH2:12][CH:13]([OH:16])[CH2:14][CH2:15]3)[CH2:7][CH2:6]2)[CH2:4][CH2:3][CH2:2]1. (7) Given the reactants [C:1]([NH:4][CH:5]([C:10]1[CH:15]=[CH:14][CH:13]=[CH:12][C:11]=1[O:16][CH2:17][C:18]1[CH:19]=[C:20]([C:24]2[CH:29]=[CH:28][CH:27]=[C:26]([CH2:30][NH:31][C:32]([O:34][C:35]([CH3:38])([CH3:37])[CH3:36])=[O:33])[CH:25]=2)[CH:21]=[CH:22][CH:23]=1)[C:6]([O:8]C)=[O:7])(=[O:3])[CH3:2].CC#N, predict the reaction product. The product is: [C:1]([NH:4][CH:5]([C:10]1[CH:15]=[CH:14][CH:13]=[CH:12][C:11]=1[O:16][CH2:17][C:18]1[CH:19]=[C:20]([C:24]2[CH:29]=[CH:28][CH:27]=[C:26]([CH2:30][NH:31][C:32]([O:34][C:35]([CH3:38])([CH3:37])[CH3:36])=[O:33])[CH:25]=2)[CH:21]=[CH:22][CH:23]=1)[C:6]([OH:8])=[O:7])(=[O:3])[CH3:2]. (8) Given the reactants [CH3:1][C:2]([CH3:7])=[CH:3][C:4](=[O:6])[CH3:5].FC(F)(F)S(O[Si:14]([C:17]([CH3:20])([CH3:19])[CH3:18])([CH3:16])[CH3:15])(=O)=O, predict the reaction product. The product is: [C:17]([Si:14]([CH3:16])([CH3:15])[O:6][C:4]([CH:3]=[C:2]([CH3:7])[CH3:1])=[CH2:5])([CH3:20])([CH3:19])[CH3:18]. (9) Given the reactants [NH:1]1[CH2:5][CH2:4][C@@H:3]([O:6][N:7]=C(C2C=CC=CC=2)C2C=CC=CC=2)[CH2:2]1.[ClH:21], predict the reaction product. The product is: [ClH:21].[ClH:21].[NH:1]1[CH2:5][CH2:4][C@@H:3]([O:6][NH2:7])[CH2:2]1.